This data is from Full USPTO retrosynthesis dataset with 1.9M reactions from patents (1976-2016). The task is: Predict the reactants needed to synthesize the given product. Given the product [F:35][C:22]([F:21])([F:34])[O:23][C:24]1[CH:29]=[CH:28][C:27]([S:30]([N:10]2[CH2:11][CH2:12][C:7]3([C:2](=[O:13])[NH:3][CH2:4][CH2:5][CH2:6]3)[CH2:8][CH2:9]2)(=[O:32])=[O:31])=[CH:26][CH:25]=1, predict the reactants needed to synthesize it. The reactants are: Cl.[C:2]1(=[O:13])[C:7]2([CH2:12][CH2:11][NH:10][CH2:9][CH2:8]2)[CH2:6][CH2:5][CH2:4][NH:3]1.C(N(CC)CC)C.[F:21][C:22]([F:35])([F:34])[O:23][C:24]1[CH:29]=[CH:28][C:27]([S:30](Cl)(=[O:32])=[O:31])=[CH:26][CH:25]=1.